Dataset: Full USPTO retrosynthesis dataset with 1.9M reactions from patents (1976-2016). Task: Predict the reactants needed to synthesize the given product. (1) Given the product [ClH:43].[NH:8]=[C:7]([NH:6][CH2:3][CH2:4][CH3:5])[NH:9][C:24](=[O:25])[CH2:23][CH2:22][C:20]1[CH:19]=[CH:18][C:17]([C:29]2[CH:34]=[CH:33][C:32]([C:35]([N:37]3[CH2:42][CH2:41][O:40][CH2:39][CH2:38]3)=[O:36])=[CH:31][CH:30]=2)=[C:16]([O:15][CH2:14][CH2:13][CH2:12][O:11][CH3:10])[CH:21]=1, predict the reactants needed to synthesize it. The reactants are: [Na].Cl.[CH2:3]([NH:6][C:7]([NH2:9])=[NH:8])[CH2:4][CH3:5].[CH3:10][O:11][CH2:12][CH2:13][CH2:14][O:15][C:16]1[CH:21]=[C:20]([CH2:22][CH2:23][C:24](OCC)=[O:25])[CH:19]=[CH:18][C:17]=1[C:29]1[CH:34]=[CH:33][C:32]([C:35]([N:37]2[CH2:42][CH2:41][O:40][CH2:39][CH2:38]2)=[O:36])=[CH:31][CH:30]=1.[Cl:43]CCl.[Cl-].[Na+].O. (2) Given the product [NH2:27][C:26]1[N:25]=[CH:24][C:23]([C:28]2[CH:33]=[CH:32][C:31]([CH2:34][NH:35][C:36]3[N:37]=[CH:38][C:39]([C:54]#[N:55])=[CH:40][C:41]=3[C:42]([NH:43][C@H:44]([C:46]3[CH:51]=[CH:50][C:49]([F:52])=[CH:48][CH:47]=3)[CH3:45])=[O:53])=[CH:30][CH:29]=2)=[N:22][C:21]=1[C:18]1[CH2:19][CH2:20][NH:15][CH2:16][CH:17]=1, predict the reactants needed to synthesize it. The reactants are: FC(F)(F)C(O)=O.C(OC([N:15]1[CH2:20][CH:19]=[C:18]([C:21]2[C:26]([NH2:27])=[N:25][CH:24]=[C:23]([C:28]3[CH:33]=[CH:32][C:31]([CH2:34][NH:35][C:36]4[C:41]([C:42](=[O:53])[NH:43][C@H:44]([C:46]5[CH:51]=[CH:50][C:49]([F:52])=[CH:48][CH:47]=5)[CH3:45])=[CH:40][C:39]([C:54]#[N:55])=[CH:38][N:37]=4)=[CH:30][CH:29]=3)[N:22]=2)[CH2:17][CH2:16]1)=O)(C)(C)C.C(Cl)Cl. (3) Given the product [CH:5]([O:8][CH2:9][C@@H:10]([OH:11])[CH2:14][OH:13])([CH3:7])[CH3:6], predict the reactants needed to synthesize it. The reactants are: C(Cl)(=O)C.[CH:5]([O:8][CH2:9][C@@H:10]1[CH2:14][O:13]C(C)(C)[O:11]1)([CH3:7])[CH3:6]. (4) Given the product [CH3:13][O:14][C:15]1[CH:16]=[C:17]([CH:20]=[CH:21][CH:22]=1)[CH2:18][NH:19][C:10]([C:6]1[C:5]2[CH:4]=[CH:33][NH:31][C:30]=2[CH:29]=[CH:28][CH:7]=1)=[O:11], predict the reactants needed to synthesize it. The reactants are: N1C2[C:4](=[CH:5][C:6]([C:10](O)=[O:11])=[CH:7]C=2)C=C1.[CH3:13][O:14][C:15]1[CH:16]=[C:17]([CH:20]=[CH:21][CH:22]=1)[CH2:18][NH2:19].CCN=C=N[CH2:28][CH2:29][CH2:30][N:31]([CH3:33])C.Cl. (5) Given the product [OH:1][CH:2]1[CH2:6][CH2:5][N:4]([CH2:7][C:8]([NH:10][C@H:11]2[CH2:15][CH2:14][NH:13][CH2:12]2)=[O:9])[CH2:3]1.[F:23][C:24]([F:29])([F:28])[C:25]([O-:27])=[O:26], predict the reactants needed to synthesize it. The reactants are: [OH:1][CH:2]1[CH2:6][CH2:5][N:4]([CH2:7][C:8]([NH:10][C@H:11]2[CH2:15][CH2:14][N:13](C(OC(C)(C)C)=O)[CH2:12]2)=[O:9])[CH2:3]1.[F:23][C:24]([F:29])([F:28])[C:25]([OH:27])=[O:26].